This data is from Peptide-MHC class II binding affinity with 134,281 pairs from IEDB. The task is: Regression. Given a peptide amino acid sequence and an MHC pseudo amino acid sequence, predict their binding affinity value. This is MHC class II binding data. (1) The peptide sequence is TPKIQVYSRHPAENG. The MHC is DRB1_1302 with pseudo-sequence DRB1_1302. The binding affinity (normalized) is 0.00572. (2) The peptide sequence is RWLLLNVTSEDLGKT. The MHC is HLA-DQA10501-DQB10302 with pseudo-sequence HLA-DQA10501-DQB10302. The binding affinity (normalized) is 0.323. (3) The peptide sequence is DVKFPGGGQIVGGVS. The MHC is HLA-DQA10501-DQB10301 with pseudo-sequence HLA-DQA10501-DQB10301. The binding affinity (normalized) is 0.848.